Predict the reactants needed to synthesize the given product. From a dataset of Full USPTO retrosynthesis dataset with 1.9M reactions from patents (1976-2016). (1) Given the product [Br:29][C:30]1[CH:31]=[CH:32][C:33]2[O:37][C:36]3[C:38](=[O:40])[NH:39][C:42]([C:44]4[CH:58]=[CH:57][C:47]([CH2:48][NH:49][C:50](=[O:56])[O:51][C:52]([CH3:55])([CH3:54])[CH3:53])=[CH:46][CH:45]=4)=[N:41][C:35]=3[C:34]=2[CH:59]=1, predict the reactants needed to synthesize it. The reactants are: BrC1C=CC2OC3C(=O)NC(C4CCN(C(OC(C)(C)C)=O)CC4)=NC=3C=2C=1.[Br:29][C:30]1[CH:31]=[CH:32][C:33]2[O:37][C:36]([C:38](=[O:40])[NH2:39])=[C:35]([NH:41][C:42]([C:44]3[CH:58]=[CH:57][C:47]([CH2:48][NH:49][C:50](=[O:56])[O:51][C:52]([CH3:55])([CH3:54])[CH3:53])=[CH:46][CH:45]=3)=O)[C:34]=2[CH:59]=1.BrC1C=CC2OC(C(=O)N)=C(NC(C3CCN(C(OC(C)(C)C)=O)CC3)=O)C=2C=1. (2) Given the product [C:11]1([N:17]2[C:7](=[O:9])[C:3]3[S:4][CH2:5][CH2:6][C:2]=3[NH:1][C:18]2=[S:19])[CH:16]=[CH:15][CH:14]=[CH:13][CH:12]=1, predict the reactants needed to synthesize it. The reactants are: [NH2:1][C:2]1[CH2:6][CH2:5][S:4][C:3]=1[C:7]([O:9]C)=O.[C:11]1([N:17]=[C:18]=[S:19])[CH:16]=[CH:15][CH:14]=[CH:13][CH:12]=1. (3) The reactants are: [CH2:1]1[O:9][C:4]2[CH:5]=[CH:6][CH:7]=[CH:8][C:3]=2[O:2]1.[CH3:10][C:11]([CH:13](OC(=O)C)[O:14][C:15](=[O:17])[CH3:16])=[CH2:12]. Given the product [C:15]([O:14][CH:13]=[C:11]([CH3:12])[CH2:10][C:6]1[CH:7]=[CH:8][C:3]2[O:2][CH2:1][O:9][C:4]=2[CH:5]=1)(=[O:17])[CH3:16], predict the reactants needed to synthesize it. (4) The reactants are: [Cl:1][C:2]1[CH:10]=[C:9]2[C:5]([C:6]([C:11]([N:13]3[CH2:18][CH2:17][CH:16]([C:19]4[CH:24]=[CH:23][CH:22]=[CH:21][C:20]=4[O:25][C:26]([F:29])([F:28])[F:27])[CH2:15][CH2:14]3)=[O:12])=[CH:7][NH:8]2)=[CH:4][CH:3]=1.Cl[CH2:31][CH2:32][NH2:33]. Given the product [NH2:33][CH2:32][CH2:31][N:8]1[C:9]2[C:5](=[CH:4][CH:3]=[C:2]([Cl:1])[CH:10]=2)[C:6]([C:11]([N:13]2[CH2:18][CH2:17][CH:16]([C:19]3[CH:24]=[CH:23][CH:22]=[CH:21][C:20]=3[O:25][C:26]([F:27])([F:28])[F:29])[CH2:15][CH2:14]2)=[O:12])=[CH:7]1, predict the reactants needed to synthesize it. (5) Given the product [CH3:28][N:29]([CH3:37])[CH2:30][CH2:31][CH2:32][NH:33][C:34]1[N:36]=[C:21]([C:20]2[C:8]([C:5]3[CH:6]=[CH:7][C:2]([F:1])=[CH:3][CH:4]=3)=[N:9][N:10]3[CH:15]=[C:14]([C:16]([F:19])([F:18])[F:17])[CH:13]=[CH:12][C:11]=23)[CH:22]=[CH:23][N:35]=1, predict the reactants needed to synthesize it. The reactants are: [F:1][C:2]1[CH:7]=[CH:6][C:5]([C:8]2[C:20]([C:21](=O)[CH:22]=[CH:23]N(C)C)=[C:11]3[CH:12]=[CH:13][C:14]([C:16]([F:19])([F:18])[F:17])=[CH:15][N:10]3[N:9]=2)=[CH:4][CH:3]=1.[CH3:28][N:29]([CH3:37])[CH2:30][CH2:31][CH2:32][NH:33][C:34]([NH2:36])=[NH:35].CC(C)([O-])C.[K+].C(O)(C)(C)C. (6) Given the product [OH:1][C:2]([CH3:39])([CH3:38])[CH2:3][CH2:4][O:5][C:6]1[CH:11]=[CH:10][C:9]([C:12]2[C:13]3[CH:20]=[C:19]([CH2:21][O:22][C:23]4[N:28]=[CH:27][C:26]([C@H:29]([C:34]#[C:35][CH3:36])[CH2:30][C:31]([OH:33])=[O:32])=[CH:25][CH:24]=4)[CH:18]=[CH:17][C:14]=3[S:15][CH:16]=2)=[C:8]([CH3:37])[CH:7]=1.[OH:1][C:2]([CH3:39])([CH3:38])[CH2:3][CH2:4][O:5][C:6]1[CH:11]=[CH:10][C:9]([C:12]2[C:13]3[CH:20]=[C:19]([CH2:21][O:22][C:23]4[N:28]=[CH:27][C:26]([C@@H:29]([C:34]#[C:35][CH3:36])[CH2:30][C:31]([OH:33])=[O:32])=[CH:25][CH:24]=4)[CH:18]=[CH:17][C:14]=3[S:15][CH:16]=2)=[C:8]([CH3:37])[CH:7]=1, predict the reactants needed to synthesize it. The reactants are: [OH:1][C:2]([CH3:39])([CH3:38])[CH2:3][CH2:4][O:5][C:6]1[CH:11]=[CH:10][C:9]([C:12]2[C:13]3[CH:20]=[C:19]([CH2:21][O:22][C:23]4[N:28]=[CH:27][C:26]([CH:29]([C:34]#[C:35][CH3:36])[CH2:30][C:31]([OH:33])=[O:32])=[CH:25][CH:24]=4)[CH:18]=[CH:17][C:14]=3[S:15][CH:16]=2)=[C:8]([CH3:37])[CH:7]=1.CCCCCC.